Dataset: Merck oncology drug combination screen with 23,052 pairs across 39 cell lines. Task: Regression. Given two drug SMILES strings and cell line genomic features, predict the synergy score measuring deviation from expected non-interaction effect. (1) Drug 1: CCC1(O)CC2CN(CCc3c([nH]c4ccccc34)C(C(=O)OC)(c3cc4c(cc3OC)N(C)C3C(O)(C(=O)OC)C(OC(C)=O)C5(CC)C=CCN6CCC43C65)C2)C1. Drug 2: C=CCn1c(=O)c2cnc(Nc3ccc(N4CCN(C)CC4)cc3)nc2n1-c1cccc(C(C)(C)O)n1. Cell line: SKMES1. Synergy scores: synergy=-11.1. (2) Drug 1: CC(C)CC(NC(=O)C(Cc1ccccc1)NC(=O)c1cnccn1)B(O)O. Drug 2: CNC(=O)c1cc(Oc2ccc(NC(=O)Nc3ccc(Cl)c(C(F)(F)F)c3)cc2)ccn1. Cell line: MSTO. Synergy scores: synergy=-20.9. (3) Drug 1: COC1=C2CC(C)CC(OC)C(O)C(C)C=C(C)C(OC(N)=O)C(OC)C=CC=C(C)C(=O)NC(=CC1=O)C2=O. Drug 2: Cn1c(=O)n(-c2ccc(C(C)(C)C#N)cc2)c2c3cc(-c4cnc5ccccc5c4)ccc3ncc21. Cell line: ES2. Synergy scores: synergy=22.1.